This data is from Full USPTO retrosynthesis dataset with 1.9M reactions from patents (1976-2016). The task is: Predict the reactants needed to synthesize the given product. (1) Given the product [Cl:11][C:12]1[C:13]([C:37](=[N:2][OH:3])[NH2:38])=[CH:14][C:15]([F:36])=[C:16]([CH:35]=1)[CH2:17][CH2:18][C:19]1([NH:27][C:28](=[O:34])[O:29][C:30]([CH3:31])([CH3:32])[CH3:33])[CH2:20][O:21][C:22]([CH3:25])([CH3:26])[O:23][CH2:24]1, predict the reactants needed to synthesize it. The reactants are: Cl.[NH2:2][OH:3].C(N(CC)CC)C.[Cl:11][C:12]1[C:13]([C:37]#[N:38])=[CH:14][C:15]([F:36])=[C:16]([CH:35]=1)[CH2:17][CH2:18][C:19]1([NH:27][C:28](=[O:34])[O:29][C:30]([CH3:33])([CH3:32])[CH3:31])[CH2:24][O:23][C:22]([CH3:26])([CH3:25])[O:21][CH2:20]1. (2) The reactants are: C([O:5][C:6]([C@H:8]1[CH2:12][CH2:11][CH2:10][N:9]1[C:13](=[O:44])[CH2:14][O:15][C:16]1[CH:21]=[C:20]([C:22]2[NH:26][C:25](=[O:27])[O:24][N:23]=2)[CH:19]=[C:18]([O:28][CH2:29][C:30]([N:32]2[CH2:36][CH2:35][CH2:34][C@@H:33]2[C:37]([O:39]C(C)(C)C)=[O:38])=[O:31])[CH:17]=1)=[O:7])(C)(C)C. Given the product [C:37]([C@H:33]1[CH2:34][CH2:35][CH2:36][N:32]1[C:30](=[O:31])[CH2:29][O:28][C:18]1[CH:17]=[C:16]([CH:21]=[C:20]([C:22]2[NH:26][C:25](=[O:27])[O:24][N:23]=2)[CH:19]=1)[O:15][CH2:14][C:13]([N:9]1[CH2:10][CH2:11][CH2:12][C@@H:8]1[C:6]([OH:7])=[O:5])=[O:44])([OH:39])=[O:38], predict the reactants needed to synthesize it. (3) Given the product [CH3:34][C:19]1[C:20]([N:24]2[CH2:32][C:31]3[C:26](=[CH:27][CH:28]=[CH:29][CH:30]=3)[C:25]2=[O:33])=[CH:21][CH:22]=[CH:23][C:18]=1[C:7]1[C:6]2[C:5]3[C:13](=[CH:14][C:2]([N:1]4[CH2:36][CH2:37][CH2:38][C:39]4=[O:40])=[CH:3][CH:4]=3)[NH:12][C:11]=2[C:10]([C:15]([NH2:17])=[O:16])=[CH:9][CH:8]=1, predict the reactants needed to synthesize it. The reactants are: [NH2:1][C:2]1[CH:14]=[C:13]2[C:5]([C:6]3[C:7]([C:18]4[CH:23]=[CH:22][CH:21]=[C:20]([N:24]5[CH2:32][C:31]6[C:26](=[CH:27][CH:28]=[CH:29][CH:30]=6)[C:25]5=[O:33])[C:19]=4[CH3:34])=[CH:8][CH:9]=[C:10]([C:15]([NH2:17])=[O:16])[C:11]=3[NH:12]2)=[CH:4][CH:3]=1.Br[CH2:36][CH2:37][CH2:38][C:39](Cl)=[O:40].[H-].[Na+].O. (4) Given the product [Cl:1][C:2]1[CH:11]=[CH:10][C:9]2[N:8]([CH2:12][CH:13]([OH:17])[CH2:14][NH:15][CH3:16])[C:7](=[O:18])[C:6]3=[C:19]([CH3:28])[NH:20][N:21]=[C:5]3[C:4]=2[CH:3]=1, predict the reactants needed to synthesize it. The reactants are: [Cl:1][C:2]1[CH:11]=[CH:10][C:9]2[N:8]([CH2:12][CH:13]([OH:17])[CH2:14][NH:15][CH3:16])[C:7](=[O:18])[C:6]3=[C:19]([CH3:28])[N:20](C4CCCCO4)[N:21]=[C:5]3[C:4]=2[CH:3]=1. (5) Given the product [Cl:1][C:2]1[CH:3]=[C:4]([C:12]2[O:16][N:15]=[C:14]([C:17]3[CH:18]=[CH:19][CH:20]=[C:21]4[C:25]=3[NH:24][CH:23]=[C:22]4[CH2:26][NH:27][C@@H:28]([C:30]([OH:32])=[O:31])[CH3:29])[N:13]=2)[CH:5]=[CH:6][C:7]=1[O:8][CH:9]([CH3:10])[CH3:11], predict the reactants needed to synthesize it. The reactants are: [Cl:1][C:2]1[CH:3]=[C:4]([C:12]2[O:16][N:15]=[C:14]([C:17]3[CH:18]=[CH:19][CH:20]=[C:21]4[C:25]=3[NH:24][CH:23]=[C:22]4[CH2:26][NH:27][C@@H:28]([C:30]([O:32]C)=[O:31])[CH3:29])[N:13]=2)[CH:5]=[CH:6][C:7]=1[O:8][CH:9]([CH3:11])[CH3:10].[OH-].[Na+]. (6) Given the product [Br:20][C:21]1[CH:26]=[CH:25][CH:24]=[CH:23][C:22]=1[N:14]1[C:15]2[C:11](=[CH:10][C:9]([O:8][CH2:7][CH2:6][CH2:5][CH2:4][N:3]([CH2:1][CH3:2])[CH2:18][CH3:19])=[CH:17][CH:16]=2)[CH:12]=[CH:13]1, predict the reactants needed to synthesize it. The reactants are: [CH2:1]([N:3]([CH2:18][CH3:19])[CH2:4][CH2:5][CH2:6][CH2:7][O:8][C:9]1[CH:10]=[C:11]2[C:15](=[CH:16][CH:17]=1)[NH:14][CH:13]=[CH:12]2)[CH3:2].[Br:20][C:21]1[CH:26]=[CH:25][CH:24]=[CH:23][C:22]=1F. (7) Given the product [C:1]([C:3]1[CH:8]=[C:7]([CH2:9][C:10]([O:12][CH3:13])=[O:11])[CH:6]=[CH:5][C:4]=1[N:14]1[C:22]2[C:17](=[CH:18][C:19]([C:23]([OH:25])=[O:24])=[CH:20][CH:21]=2)[CH:16]=[CH:15]1)#[N:2], predict the reactants needed to synthesize it. The reactants are: [C:1]([C:3]1[CH:8]=[C:7]([CH2:9][C:10]([O:12][CH3:13])=[O:11])[CH:6]=[CH:5][C:4]=1[N:14]1[C:22]2[C:17](=[CH:18][C:19]([C:23]([O:25]C(C)(C)C)=[O:24])=[CH:20][CH:21]=2)[CH:16]=[CH:15]1)#[N:2].C(O)(C(F)(F)F)=O. (8) Given the product [N:16]1([C:6]2[CH:5]=[C:4]([NH2:1])[CH:9]=[C:8]([C:10]3[CH:15]=[CH:14][CH:13]=[CH:12][CH:11]=3)[CH:7]=2)[CH2:17][CH2:18][O:19][CH2:20][CH2:21]1, predict the reactants needed to synthesize it. The reactants are: [N+:1]([C:4]1[CH:5]=[C:6]([N:16]2[CH2:21][CH2:20][O:19][CH2:18][CH2:17]2)[CH:7]=[C:8]([C:10]2[CH:15]=[CH:14][CH:13]=[CH:12][CH:11]=2)[CH:9]=1)([O-])=O. (9) Given the product [C:1]([C:5]1[CH:10]=[CH:9][C:8]([C:11]2[N:15]([CH3:16])[N:14]=[C:13]([C:17](=[N:19][NH:20][C:21]([C:23]3[S:27][C:26]([C:28]([OH:30])=[O:29])=[CH:25][CH:24]=3)=[O:22])[CH3:18])[C:12]=2[OH:32])=[CH:7][CH:6]=1)([CH3:2])([CH3:3])[CH3:4], predict the reactants needed to synthesize it. The reactants are: [C:1]([C:5]1[CH:10]=[CH:9][C:8]([C:11]2[N:15]([CH3:16])[N:14]=[C:13]([C:17](=[N:19][NH:20][C:21]([C:23]3[S:27][C:26]([C:28]([O:30]C)=[O:29])=[CH:25][CH:24]=3)=[O:22])[CH3:18])[C:12]=2[OH:32])=[CH:7][CH:6]=1)([CH3:4])([CH3:3])[CH3:2].[OH-].[Na+].Cl.